From a dataset of Forward reaction prediction with 1.9M reactions from USPTO patents (1976-2016). Predict the product of the given reaction. (1) The product is: [N:24]([CH2:21][C@@H:20]([C:12]1[CH:11]=[CH:10][C:9]([O:8][CH2:1][C:2]2[CH:7]=[CH:6][CH:5]=[CH:4][CH:3]=2)=[C:18]2[C:13]=1[CH:14]=[CH:15][C:16](=[O:19])[NH:17]2)[OH:23])=[N+:25]=[N-:26]. Given the reactants [CH2:1]([O:8][C:9]1[CH:10]=[CH:11][C:12]([C@@H:20]([OH:23])[CH2:21]Br)=[C:13]2[C:18]=1[NH:17][C:16](=[O:19])[CH:15]=[CH:14]2)[C:2]1[CH:7]=[CH:6][CH:5]=[CH:4][CH:3]=1.[N-:24]=[N+:25]=[N-:26].[Na+], predict the reaction product. (2) Given the reactants [Br:1][C:2]1[CH:3]=[N:4][CH:5]=[CH:6][CH:7]=1.[Li+].CC([N-]C(C)C)C.[C:16]([O:20][C:21]([N:23]1[CH2:28][CH2:27][CH:26]([CH:29]=[O:30])[CH2:25][CH2:24]1)=[O:22])([CH3:19])([CH3:18])[CH3:17], predict the reaction product. The product is: [C:16]([O:20][C:21]([N:23]1[CH2:28][CH2:27][CH:26]([CH:29]([C:7]2[CH:6]=[CH:5][N:4]=[CH:3][C:2]=2[Br:1])[OH:30])[CH2:25][CH2:24]1)=[O:22])([CH3:19])([CH3:18])[CH3:17]. (3) The product is: [Br:1][C:7]1[N:6]=[C:5]([CH3:30])[N:4]([CH3:3])[C:8]=1[C:9]1[CH:14]=[CH:13][N:12]=[C:11]([NH:15][C:16]2[CH:17]=[CH:18][C:19]([S:22](=[O:29])(=[O:28])[NH:23][CH2:24][CH2:25][O:26][CH3:27])=[CH:20][CH:21]=2)[N:10]=1. Given the reactants [Br:1]Br.[CH3:3][N:4]1[C:8]([C:9]2[CH:14]=[CH:13][N:12]=[C:11]([NH:15][C:16]3[CH:21]=[CH:20][C:19]([S:22](=[O:29])(=[O:28])[NH:23][CH2:24][CH2:25][O:26][CH3:27])=[CH:18][CH:17]=3)[N:10]=2)=[CH:7][N:6]=[C:5]1[CH3:30].C(=O)([O-])O.[Na+], predict the reaction product.